Dataset: Catalyst prediction with 721,799 reactions and 888 catalyst types from USPTO. Task: Predict which catalyst facilitates the given reaction. (1) Reactant: [C:1]([O:5][C:6]([NH:8][C@H:9]([CH2:18]I)[CH2:10][C:11]([O:13][C:14]([CH3:17])([CH3:16])[CH3:15])=[O:12])=[O:7])([CH3:4])([CH3:3])[CH3:2].I[C:21]1[CH:22]=[C:23]([CH:25]=[CH:26][C:27]=1[CH3:28])[NH2:24].C1(C)C=CC=CC=1P(C1C=CC=CC=1C)C1C=CC=CC=1C. Product: [NH2:24][C:23]1[CH:22]=[CH:21][C:27]([CH3:28])=[C:26]([CH2:18][C@@H:9]([NH:8][C:6]([O:5][C:1]([CH3:4])([CH3:3])[CH3:2])=[O:7])[CH2:10][C:11]([O:13][C:14]([CH3:17])([CH3:16])[CH3:15])=[O:12])[CH:25]=1. The catalyst class is: 401. (2) Reactant: [CH3:1][CH:2]([CH:12]=[CH2:13])[CH2:3][CH2:4][CH:5]([C:9]([CH3:11])=[CH2:10])C(=O)C.C(=[O:16])C.B(F)(F)F.[CH3:21][CH2:22][O:23][CH2:24][CH3:25]. Product: [C:22]([O:23][CH:24]([CH2:10][C:9]([CH3:11])=[CH:5][CH2:4][CH2:3][CH:2]([CH3:1])[CH:12]=[CH2:13])[CH3:25])(=[O:16])[CH3:21]. The catalyst class is: 26.